This data is from CYP1A2 inhibition data for predicting drug metabolism from PubChem BioAssay. The task is: Regression/Classification. Given a drug SMILES string, predict its absorption, distribution, metabolism, or excretion properties. Task type varies by dataset: regression for continuous measurements (e.g., permeability, clearance, half-life) or binary classification for categorical outcomes (e.g., BBB penetration, CYP inhibition). Dataset: cyp1a2_veith. (1) The drug is Cc1cccc2c1OCC/C2=N\NC(=O)COc1ccccc1. The result is 1 (inhibitor). (2) The compound is COc1ccc(-n2c(=O)c(C)nc3cnc(Nc4cccc(OC)c4)nc32)cc1. The result is 1 (inhibitor). (3) The compound is O=C(Nc1cccc(-c2nc3ncccc3o2)c1)c1sc2ccccc2c1Cl. The result is 1 (inhibitor). (4) The drug is COc1cnc(SCc2ccc(Cl)cc2)nc1Cl. The result is 1 (inhibitor). (5) The drug is Cc1cc2nc(-c3ccc(SCc4ccc(C#N)cc4)nc3)[nH]c2cc1C. The result is 1 (inhibitor). (6) The molecule is COCCNc1nc(-c2c(C)noc2C)nc2ccccc12. The result is 1 (inhibitor). (7) The drug is COc1ccc(N2C(=O)CSC23CCC(C(C)(C)C)CC3)cc1. The result is 0 (non-inhibitor). (8) The drug is Cc1ccc2nc(C3CCCN(C(=S)Nc4ccccc4C)C3)[nH]c2c1. The result is 1 (inhibitor). (9) The drug is COc1ccc(C(=O)NNC(=S)NC(=O)c2ccco2)cc1. The result is 0 (non-inhibitor). (10) The drug is Clc1ccccc1-c1nc(-n2ccnc2)c2ccccc2n1. The result is 1 (inhibitor).